Dataset: NCI-60 drug combinations with 297,098 pairs across 59 cell lines. Task: Regression. Given two drug SMILES strings and cell line genomic features, predict the synergy score measuring deviation from expected non-interaction effect. (1) Drug 1: C(CN)CNCCSP(=O)(O)O. Drug 2: CC1C(C(CC(O1)OC2CC(CC3=C2C(=C4C(=C3O)C(=O)C5=C(C4=O)C(=CC=C5)OC)O)(C(=O)CO)O)N)O.Cl. Cell line: SN12C. Synergy scores: CSS=35.0, Synergy_ZIP=-1.51, Synergy_Bliss=-4.69, Synergy_Loewe=-45.2, Synergy_HSA=-5.39. (2) Drug 1: C1CC(C1)(C(=O)O)C(=O)O.[NH2-].[NH2-].[Pt+2]. Drug 2: COC1=C2C(=CC3=C1OC=C3)C=CC(=O)O2. Cell line: RPMI-8226. Synergy scores: CSS=23.7, Synergy_ZIP=-8.94, Synergy_Bliss=-5.88, Synergy_Loewe=-5.59, Synergy_HSA=-3.54.